From a dataset of Forward reaction prediction with 1.9M reactions from USPTO patents (1976-2016). Predict the product of the given reaction. (1) Given the reactants [CH:1]1([O:9][C:10]([NH:12][C:13]2[CH:18]=[CH:17][C:16]([CH:19]([OH:25])[C:20]([O:22][CH2:23][CH3:24])=[O:21])=[CH:15][CH:14]=2)=[O:11])[CH2:8][CH2:7][CH2:6][CH2:5][CH2:4][CH:3]=[CH:2]1.C(N(C(C)C)CC)(C)C.[CH2:35]1[C:40](=[O:41])[N:39]([O:42][C:43](ON2C(=O)CCC2=O)=[O:44])[C:37](=[O:38])[CH2:36]1, predict the reaction product. The product is: [CH:1]1([O:9][C:10]([NH:12][C:13]2[CH:18]=[CH:17][C:16]([CH:19]([O:25][C:43]([O:42][N:39]3[C:40](=[O:41])[CH2:35][CH2:36][C:37]3=[O:38])=[O:44])[C:20]([O:22][CH2:23][CH3:24])=[O:21])=[CH:15][CH:14]=2)=[O:11])[CH2:8][CH2:7][CH2:6][CH2:5][CH2:4][CH:3]=[CH:2]1. (2) Given the reactants [CH2:1]([CH:3]1[NH:8][CH:7]([C:9]2[CH:14]=[CH:13][CH:12]=[CH:11][CH:10]=2)[CH:6]([NH2:15])[CH2:5][CH2:4]1)[CH3:2].[C:16]([C:24]([C:39]([OH:41])=[O:40])([OH:38])[C:25]([C:30](=[O:37])[C:31]1[CH:36]=[CH:35][CH:34]=[CH:33][CH:32]=1)([OH:29])[C:26]([OH:28])=[O:27])(=[O:23])[C:17]1[CH:22]=[CH:21][CH:20]=[CH:19][CH:18]=1, predict the reaction product. The product is: [C:30]([C@@:25]([C:26]([OH:28])=[O:27])([OH:29])[C@@:24]([C:16](=[O:23])[C:17]1[CH:22]=[CH:21][CH:20]=[CH:19][CH:18]=1)([OH:38])[C:39]([OH:41])=[O:40])(=[O:37])[C:31]1[CH:36]=[CH:35][CH:34]=[CH:33][CH:32]=1.[CH2:1]([C@@H:3]1[NH:8][C@@H:7]([C:9]2[CH:14]=[CH:13][CH:12]=[CH:11][CH:10]=2)[C@@H:6]([NH2:15])[CH2:5][CH2:4]1)[CH3:2]. (3) Given the reactants [O:1]1[CH:3]2[CH2:4][CH2:5][C:6]3[C:11]([CH:2]12)=[CH:10][CH:9]=[CH:8][CH:7]=3.[OH-].[NH4+:13], predict the reaction product. The product is: [NH4+:13].[OH-:1].[NH2:13][C@@H:2]1[C:11]2[C:6](=[CH:7][CH:8]=[CH:9][CH:10]=2)[CH2:5][CH2:4][C@H:3]1[OH:1]. (4) Given the reactants Cl[C:2]1[CH:7]=[CH:6][C:5]([S:8]([NH2:11])(=[O:10])=[O:9])=[CH:4][CH:3]=1.[NH2:12][NH2:13], predict the reaction product. The product is: [NH:12]([C:2]1[CH:7]=[CH:6][C:5]([S:8]([NH2:11])(=[O:10])=[O:9])=[CH:4][CH:3]=1)[NH2:13].